From a dataset of Catalyst prediction with 721,799 reactions and 888 catalyst types from USPTO. Predict which catalyst facilitates the given reaction. (1) Reactant: [Cl:1][C:2]1[N:3]=[C:4]([CH:7](O)[C:8]2[NH:9][C:10]([C:21]3[CH:26]=[CH:25][CH:24]=[C:23]([F:27])[CH:22]=3)=[C:11]3[C:16](=[O:17])[N:15]([CH3:18])[C:14](=[O:19])[N:13]([CH3:20])[C:12]=23)[S:5][CH:6]=1.[CH2:29]([Sn](CCCC)(CCCC)CCCC)[CH:30]=[CH2:31]. Product: [Cl:1][C:2]1[N:3]=[C:4]([CH:7]([C:8]2[NH:9][C:10]([C:21]3[CH:26]=[CH:25][CH:24]=[C:23]([F:27])[CH:22]=3)=[C:11]3[C:16](=[O:17])[N:15]([CH3:18])[C:14](=[O:19])[N:13]([CH3:20])[C:12]=23)[CH2:31][CH:30]=[CH2:29])[S:5][CH:6]=1. The catalyst class is: 1. (2) Reactant: [Cl:1][C:2]1[CH:10]=[CH:9][C:5]([C:6](Cl)=[O:7])=[CH:4][C:3]=1[N+:11]([O-:13])=[O:12].Br.[NH2:15][C:16]1[S:17][C:18]([Br:21])=[CH:19][N:20]=1. Product: [Br:21][C:18]1[S:17][C:16]([NH:15][C:6](=[O:7])[C:5]2[CH:9]=[CH:10][C:2]([Cl:1])=[C:3]([N+:11]([O-:13])=[O:12])[CH:4]=2)=[N:20][CH:19]=1. The catalyst class is: 17.